This data is from Catalyst prediction with 721,799 reactions and 888 catalyst types from USPTO. The task is: Predict which catalyst facilitates the given reaction. (1) Reactant: [C:1]([O:5][C:6]([N:8]1[C@H:12]([CH2:13][F:14])[C@@H:11]([C:15]2[CH:20]=[CH:19][C:18]([C:21]3[CH:22]=[N:23][C:24]([C:28]#[N:29])=[C:25]([F:27])[CH:26]=3)=[CH:17][CH:16]=2)[O:10][C:9]1([CH3:31])[CH3:30])=[O:7])([CH3:4])([CH3:3])[CH3:2].[BH4-].[Na+].C(N(C(C)C)CC)(C)C.[CH3:43][S:44](Cl)(=[O:46])=[O:45]. Product: [F:27][C:25]1[CH:26]=[C:21]([C:18]2[CH:17]=[CH:16][C:15]([C@H:11]3[O:10][C:9]([CH3:31])([CH3:30])[N:8]([C:6]([O:5][C:1]([CH3:4])([CH3:2])[CH3:3])=[O:7])[C@@H:12]3[CH2:13][F:14])=[CH:20][CH:19]=2)[CH:22]=[N:23][C:24]=1[CH2:28][NH:29][S:44]([CH3:43])(=[O:46])=[O:45]. The catalyst class is: 888. (2) Reactant: FC(F)(F)S(O[C:7]1[CH:12]=[C:11]([CH:13]2[CH2:15][CH2:14]2)[N:10]=[C:9]([C:16]2[S:17][C:18]([S:21](=[O:28])(=[O:27])[NH:22][C:23]([CH3:26])([CH3:25])[CH3:24])=[CH:19][CH:20]=2)[N:8]=1)(=O)=O.[NH2:31][C:32]1[N:36](C(OC(C)(C)C)=O)[N:35]=[C:34]([CH:44]2[CH2:46][CH2:45]2)[CH:33]=1.C1C=CC(P(C2C=CC=CC=2)C2C=CC=CC=2)=CC=1.C([O-])([O-])=O.[K+].[K+]. Product: [C:23]([NH:22][S:21]([C:18]1[S:17][C:16]([C:9]2[N:10]=[C:11]([CH:13]3[CH2:15][CH2:14]3)[CH:12]=[C:7]([NH:31][C:32]3[NH:36][N:35]=[C:34]([CH:44]4[CH2:46][CH2:45]4)[CH:33]=3)[N:8]=2)=[CH:20][CH:19]=1)(=[O:27])=[O:28])([CH3:26])([CH3:25])[CH3:24]. The catalyst class is: 12. (3) Reactant: [C:1]([NH:8][C@H:9]([C:17]([OH:19])=O)[CH2:10][C:11]1[CH:16]=[CH:15][CH:14]=[CH:13][CH:12]=1)([O:3][C:4]([CH3:7])([CH3:6])[CH3:5])=[O:2].C(N(CC)C(C)C)(C)C.C1C=CC2N(O)N=NC=2C=1.C(Cl)CCl.[C:43]([NH:51][NH2:52])(=[O:50])[C:44]1[CH:49]=[CH:48][CH:47]=[CH:46][CH:45]=1. Product: [C:4]([O:3][C:1](=[O:2])[NH:8][C@@H:9]([CH2:10][C:11]1[CH:12]=[CH:13][CH:14]=[CH:15][CH:16]=1)[C:17]([NH:52][NH:51][C:43](=[O:50])[C:44]1[CH:49]=[CH:48][CH:47]=[CH:46][CH:45]=1)=[O:19])([CH3:5])([CH3:6])[CH3:7]. The catalyst class is: 3.